Task: Predict the reaction yield, written as a fraction of the theoretical maximum amount of product (1.0 means a 100% yield; for example, 0.34 means a 34% yield).. Dataset: Reaction yield outcomes from USPTO patents with 853,638 reactions (1) The catalyst is O1CCCC1. The reactants are Cl.[NH2:2][C:3]1[CH:8]=[CH:7][C:6]([CH2:9][CH2:10][O:11][C:12]2[CH:17]=[CH:16][C:15]([CH2:18][C@H:19]([O:23][CH2:24][CH3:25])[C:20]([OH:22])=[O:21])=[CH:14][CH:13]=2)=[CH:5][CH:4]=1.C(=O)([O-])O.[Na+].[C:31]([C:35]1[CH:43]=[CH:42][C:38]([C:39](Cl)=[O:40])=[CH:37][CH:36]=1)([CH3:34])([CH3:33])[CH3:32]. The yield is 0.890. The product is [C:31]([C:35]1[CH:36]=[CH:37][C:38]([C:39]([NH:2][C:3]2[CH:4]=[CH:5][C:6]([CH2:9][CH2:10][O:11][C:12]3[CH:17]=[CH:16][C:15]([CH2:18][C@H:19]([O:23][CH2:24][CH3:25])[C:20]([OH:22])=[O:21])=[CH:14][CH:13]=3)=[CH:7][CH:8]=2)=[O:40])=[CH:42][CH:43]=1)([CH3:34])([CH3:32])[CH3:33]. (2) The reactants are [Br:1][C:2]1[CH:10]=[CH:9][C:5]([C:6]([OH:8])=[O:7])=[C:4]([Cl:11])[CH:3]=1.C(OC(O[C:15]([CH3:18])([CH3:17])[CH3:16])=O)(O[C:15]([CH3:18])([CH3:17])[CH3:16])=O. The catalyst is C1COCC1.CN(C1C=CN=CC=1)C.CCOC(C)=O. The product is [Br:1][C:2]1[CH:10]=[CH:9][C:5]([C:6]([O:8][C:15]([CH3:18])([CH3:17])[CH3:16])=[O:7])=[C:4]([Cl:11])[CH:3]=1. The yield is 0.510. (3) The reactants are [CH:1]([C:3]1[C:4]([C:24]([F:27])([F:26])[F:25])=[N:5][N:6]([C:14]2[CH:19]=[CH:18][C:17]([S:20]([NH2:23])(=[O:22])=[O:21])=[CH:16][CH:15]=2)[C:7]=1[C:8]1[CH:13]=[CH:12][CH:11]=[CH:10][CH:9]=1)=[O:2].[BH4-].[Na+]. The catalyst is CO. The product is [OH:2][CH2:1][C:3]1[C:4]([C:24]([F:25])([F:27])[F:26])=[N:5][N:6]([C:14]2[CH:19]=[CH:18][C:17]([S:20]([NH2:23])(=[O:21])=[O:22])=[CH:16][CH:15]=2)[C:7]=1[C:8]1[CH:13]=[CH:12][CH:11]=[CH:10][CH:9]=1. The yield is 0.460. (4) The reactants are [N:1]1[CH:6]=[CH:5][C:4]([C:7]2[CH:8]=[C:9]([CH:24]=[CH:25][CH:26]=2)[CH:10]=[C:11]2[CH2:16][CH2:15][N:14]([C:17]([O:19][C:20]([CH3:23])([CH3:22])[CH3:21])=[O:18])[CH2:13][CH2:12]2)=[CH:3][CH:2]=1. The catalyst is CCO.[Pt]=O. The product is [N:1]1[CH:6]=[CH:5][C:4]([C:7]2[CH:8]=[C:9]([CH:24]=[CH:25][CH:26]=2)[CH2:10][CH:11]2[CH2:16][CH2:15][N:14]([C:17]([O:19][C:20]([CH3:21])([CH3:22])[CH3:23])=[O:18])[CH2:13][CH2:12]2)=[CH:3][CH:2]=1. The yield is 1.00. (5) The reactants are [NH2:1][C:2]1[CH:7]=[CH:6][CH:5]=[CH:4][C:3]=1[SH:8].[F:9][C:10]1[CH:17]=[C:14]([CH:15]=O)[C:13]([OH:18])=[CH:12][CH:11]=1. The catalyst is O1CCOCC1. The product is [S:8]1[C:3]2[CH:4]=[CH:5][CH:6]=[CH:7][C:2]=2[N:1]=[C:15]1[C:14]1[CH:17]=[C:10]([F:9])[CH:11]=[CH:12][C:13]=1[OH:18]. The yield is 0.700. (6) The reactants are [CH2:1]([O:3][C:4](=[O:41])[CH2:5][CH2:6][CH2:7][O:8][C:9]1[CH:14]=[CH:13][CH:12]=[C:11]([CH2:15][CH2:16][CH2:17][CH2:18][CH2:19][CH2:20][O:21][C:22]2[CH:27]=[C:26]([C:28](=[O:32])[N:29]([CH3:31])C)[CH:25]=[C:24]([Br:33])[CH:23]=2)[C:10]=1[CH2:34][CH2:35][C:36]([O:38][CH2:39][CH3:40])=[O:37])[CH3:2].BrC1C=C(C=C(OCCCCCCC2C=CC=C(OCCCC(=O)NOCC)C=2CCC(OCC)=O)C=1)C(O)=O.C1CN([P+](Br)(N2CCCC2)N2CCCC2)CC1.F[P-](F)(F)(F)(F)F.[F:106][CH:107]([F:117])[O:108][C:109]1[CH:116]=[CH:115][CH:114]=[CH:113][C:110]=1CN.CCN(C(C)C)C(C)C. The catalyst is ClCCl. The product is [CH2:1]([O:3][C:4](=[O:41])[CH2:5][CH2:6][CH2:7][O:8][C:9]1[CH:14]=[CH:13][CH:12]=[C:11]([CH2:15][CH2:16][CH2:17][CH2:18][CH2:19][CH2:20][O:21][C:22]2[CH:27]=[C:26]([C:28](=[O:32])[NH:29][CH2:31][C:110]3[CH:113]=[CH:114][CH:115]=[CH:116][C:109]=3[O:108][CH:107]([F:117])[F:106])[CH:25]=[C:24]([Br:33])[CH:23]=2)[C:10]=1[CH2:34][CH2:35][C:36]([O:38][CH2:39][CH3:40])=[O:37])[CH3:2]. The yield is 0.850. (7) The reactants are [NH:1]1[CH2:6][CH2:5][NH:4][CH2:3][CH2:2]1.[CH:7]1([CH2:10][CH2:11][NH:12][C:13]([C:15]2[N:16]=[N:17][C:18](Cl)=[CH:19][CH:20]=2)=[O:14])[CH2:9][CH2:8]1. The catalyst is C(#N)C.ClCCl. The product is [CH:7]1([CH2:10][CH2:11][NH:12][C:13]([C:15]2[N:16]=[N:17][C:18]([N:1]3[CH2:6][CH2:5][NH:4][CH2:3][CH2:2]3)=[CH:19][CH:20]=2)=[O:14])[CH2:9][CH2:8]1. The yield is 0.750.